From a dataset of Full USPTO retrosynthesis dataset with 1.9M reactions from patents (1976-2016). Predict the reactants needed to synthesize the given product. (1) Given the product [CH3:38][C:22]1[C:21]([CH2:20][O:18][C:15]2[CH:14]=[CH:13][C:12]([CH2:11][CH2:10][CH2:9][CH2:8][N:3]3[CH:7]=[CH:6][N:5]=[N:4]3)=[CH:17][CH:16]=2)=[CH:26][CH:25]=[C:24]([C:27]2[CH:28]=[CH:29][C:30]([O:33][C:34]([F:36])([F:37])[F:35])=[CH:31][CH:32]=2)[N:23]=1, predict the reactants needed to synthesize it. The reactants are: [H-].[Na+].[N:3]1([CH2:8][CH2:9][CH2:10][CH2:11][C:12]2[CH:17]=[CH:16][C:15]([OH:18])=[CH:14][CH:13]=2)[CH:7]=[CH:6][N:5]=[N:4]1.Cl[CH2:20][C:21]1[C:22]([CH3:38])=[N:23][C:24]([C:27]2[CH:32]=[CH:31][C:30]([O:33][C:34]([F:37])([F:36])[F:35])=[CH:29][CH:28]=2)=[CH:25][CH:26]=1.O. (2) Given the product [Br:13][C:14]1[CH:15]=[C:16]([N:21]2[CH2:26][CH2:25][O:24][CH2:23][CH2:22]2)[C:17]([O:10][CH2:9][CH2:8][O:7][CH:2]2[CH2:3][CH2:4][CH2:5][CH2:6][O:1]2)=[N:18][CH:19]=1, predict the reactants needed to synthesize it. The reactants are: [O:1]1[CH2:6][CH2:5][CH2:4][CH2:3][CH:2]1[O:7][CH2:8][CH2:9][OH:10].[H-].[Na+].[Br:13][C:14]1[CH:15]=[C:16]([N:21]2[CH2:26][CH2:25][O:24][CH2:23][CH2:22]2)[C:17](F)=[N:18][CH:19]=1. (3) Given the product [C:38]([O:37][C:35](=[O:36])[NH:34][CH2:33][CH2:32][CH:31]([NH:30][C:29](=[O:49])[C:27]1[CH:28]=[C:23]([NH:22][C:20]([C:19]2[C:18](=[O:17])[NH:1][C:2]3[N:3]=[C:4]([N:10]4[CH2:15][CH2:14][O:13][CH2:12][CH2:11]4)[N:5]=[CH:6][C:7]=3[CH:8]=2)=[O:21])[C:24]([Cl:51])=[CH:25][C:26]=1[F:50])[C:42]1[CH:47]=[CH:46][CH:45]=[C:44]([Cl:48])[CH:43]=1)([CH3:41])([CH3:39])[CH3:40], predict the reactants needed to synthesize it. The reactants are: [NH2:1][C:2]1[C:7]([CH:8]=O)=[CH:6][N:5]=[C:4]([N:10]2[CH2:15][CH2:14][O:13][CH2:12][CH2:11]2)[N:3]=1.C[O:17][C:18](=O)[CH2:19][C:20]([NH:22][C:23]1[CH:28]=[C:27]([C:29](=[O:49])[NH:30][CH:31]([C:42]2[CH:47]=[CH:46][CH:45]=[C:44]([Cl:48])[CH:43]=2)[CH2:32][CH2:33][NH:34][C:35]([O:37][C:38]([CH3:41])([CH3:40])[CH3:39])=[O:36])[C:26]([F:50])=[CH:25][C:24]=1[Cl:51])=[O:21].N1CCCCC1.